The task is: Binary Classification. Given a drug SMILES string, predict its activity (active/inactive) in a high-throughput screening assay against a specified biological target.. This data is from Cav3 T-type calcium channel HTS with 100,875 compounds. (1) The compound is s1c(NC(=O)CCC(=O)N2CCN(C3CCCCC3)CC2)nnc1C(F)(F)F. The result is 0 (inactive). (2) The drug is O=c1n(N\C=C2\C(=O)C(OC)=CC=C2)c(nc2c1cccc2)C. The result is 0 (inactive).